This data is from Peptide-MHC class I binding affinity with 185,985 pairs from IEDB/IMGT. The task is: Regression. Given a peptide amino acid sequence and an MHC pseudo amino acid sequence, predict their binding affinity value. This is MHC class I binding data. (1) The peptide sequence is GGDPEVTFMW. The MHC is Mamu-B52 with pseudo-sequence Mamu-B52. The binding affinity (normalized) is 0.763. (2) The peptide sequence is NYSKYWYLNH. The MHC is HLA-A33:01 with pseudo-sequence HLA-A33:01. The binding affinity (normalized) is 0.375. (3) The peptide sequence is GLYYLTTEV. The MHC is HLA-A02:01 with pseudo-sequence HLA-A02:01. The binding affinity (normalized) is 0.720. (4) The peptide sequence is LAMSTTISV. The MHC is HLA-A68:02 with pseudo-sequence HLA-A68:02. The binding affinity (normalized) is 0.788. (5) The peptide sequence is SYFETGFPI. The MHC is H-2-Kd with pseudo-sequence H-2-Kd. The binding affinity (normalized) is 0.992.